Dataset: Forward reaction prediction with 1.9M reactions from USPTO patents (1976-2016). Task: Predict the product of the given reaction. (1) Given the reactants [Cl:1][C:2]1[CH:16]=[C:15]([Cl:17])[C:5]2[N:6]=[N:7][N:8]([CH2:11][C:12]([OH:14])=O)[C:9](=[O:10])[C:4]=2[CH:3]=1.[CH3:18][O:19][C:20]1[CH:25]=[CH:24][C:23]([C@@H:26]([NH2:28])[CH3:27])=[CH:22][CH:21]=1, predict the reaction product. The product is: [Cl:1][C:2]1[CH:16]=[C:15]([Cl:17])[C:5]2[N:6]=[N:7][N:8]([CH2:11][C:12]([NH:28][C@H:26]([C:23]3[CH:24]=[CH:25][C:20]([O:19][CH3:18])=[CH:21][CH:22]=3)[CH3:27])=[O:14])[C:9](=[O:10])[C:4]=2[CH:3]=1. (2) Given the reactants C(Cl)(=O)C([Cl:4])=O.[CH3:7][C:8]1[O:12][C:11]([C:13]2[CH:18]=[CH:17][CH:16]=[CH:15][CH:14]=2)=[N:10][C:9]=1[CH2:19][CH2:20][O:21][C:22]1[N:27]=[CH:26][C:25]([CH2:28]O)=[CH:24][CH:23]=1, predict the reaction product. The product is: [Cl:4][CH2:28][C:25]1[CH:24]=[CH:23][C:22]([O:21][CH2:20][CH2:19][C:9]2[N:10]=[C:11]([C:13]3[CH:18]=[CH:17][CH:16]=[CH:15][CH:14]=3)[O:12][C:8]=2[CH3:7])=[N:27][CH:26]=1. (3) The product is: [CH2:1]([O:3][C:4]([N:6]1[CH2:11][CH2:10][N:9]([C:12](=[O:26])[CH2:13][NH:14][CH3:15])[CH2:8][CH2:7]1)=[O:5])[CH3:2]. Given the reactants [CH2:1]([O:3][C:4]([N:6]1[CH2:11][CH2:10][N:9]([C:12](=[O:26])[CH2:13][N:14](C(OCC2C=CC=CC=2)=O)[CH3:15])[CH2:8][CH2:7]1)=[O:5])[CH3:2], predict the reaction product. (4) The product is: [CH:14]([C:15]1[CH:16]=[C:17]([CH3:18])[NH:12][C:10](=[O:11])[C:9]=1[C:7]#[N:8])([CH2:20][CH3:21])[CH3:13]. Given the reactants CC([O-])(C)C.[K+].[C:7]([CH2:9][C:10]([NH2:12])=[O:11])#[N:8].[CH3:13][CH:14]([CH2:20][CH3:21])/[CH:15]=[CH:16]/[C:17](=O)[CH3:18].O=O.Cl, predict the reaction product. (5) Given the reactants C(O[C:4]([N:6]1[CH2:12][CH2:11][C:10](=[O:13])[C:9]2[CH:14]=[CH:15][O:16][C:8]=2[CH2:7]1)=O)C.[H-].[Al+3].[Li+].[H-].[H-].[H-], predict the reaction product. The product is: [CH3:4][N:6]1[CH2:12][CH2:11][CH:10]([OH:13])[C:9]2[CH:14]=[CH:15][O:16][C:8]=2[CH2:7]1.